Dataset: Merck oncology drug combination screen with 23,052 pairs across 39 cell lines. Task: Regression. Given two drug SMILES strings and cell line genomic features, predict the synergy score measuring deviation from expected non-interaction effect. (1) Drug 1: O=c1[nH]cc(F)c(=O)[nH]1. Drug 2: C#Cc1cccc(Nc2ncnc3cc(OCCOC)c(OCCOC)cc23)c1. Cell line: NCIH2122. Synergy scores: synergy=24.5. (2) Drug 1: CC(=O)OC1C(=O)C2(C)C(O)CC3OCC3(OC(C)=O)C2C(OC(=O)c2ccccc2)C2(O)CC(OC(=O)C(O)C(NC(=O)c3ccccc3)c3ccccc3)C(C)=C1C2(C)C. Drug 2: CS(=O)(=O)CCNCc1ccc(-c2ccc3ncnc(Nc4ccc(OCc5cccc(F)c5)c(Cl)c4)c3c2)o1. Cell line: NCIH460. Synergy scores: synergy=52.1. (3) Drug 1: CCC1=CC2CN(C1)Cc1c([nH]c3ccccc13)C(C(=O)OC)(c1cc3c(cc1OC)N(C)C1C(O)(C(=O)OC)C(OC(C)=O)C4(CC)C=CCN5CCC31C54)C2. Drug 2: COC1=C2CC(C)CC(OC)C(O)C(C)C=C(C)C(OC(N)=O)C(OC)C=CC=C(C)C(=O)NC(=CC1=O)C2=O. Cell line: SW620. Synergy scores: synergy=-13.2. (4) Drug 1: CCN(CC)CCNC(=O)c1c(C)[nH]c(C=C2C(=O)Nc3ccc(F)cc32)c1C. Drug 2: Cn1cc(-c2cnn3c(N)c(Br)c(C4CCCNC4)nc23)cn1. Cell line: NCIH23. Synergy scores: synergy=-7.60. (5) Drug 1: CN(C)C(=N)N=C(N)N. Drug 2: Cn1c(=O)n(-c2ccc(C(C)(C)C#N)cc2)c2c3cc(-c4cnc5ccccc5c4)ccc3ncc21. Cell line: NCIH1650. Synergy scores: synergy=8.94.